Task: Predict which catalyst facilitates the given reaction.. Dataset: Catalyst prediction with 721,799 reactions and 888 catalyst types from USPTO (1) Reactant: [C:1]([O:4][CH2:5][O:6][C:7](=[O:32])[NH:8][C:9]1[CH:14]=[CH:13][CH:12]=[C:11]([C:15]2[CH:24]=[N:23][C:22]3[C:21]([N:25]4[CH2:30][CH2:29][O:28][CH2:27][CH2:26]4)=[N:20][C:19]([Cl:31])=[N:18][C:17]=3[CH:16]=2)[CH:10]=1)(=[O:3])[CH3:2].C(N(CC)CC)C.[C:40](OC(=O)C)(=[O:42])[CH3:41]. Product: [C:1]([O:4][CH2:5][O:6][C:7](=[O:32])[N:8]([C:40](=[O:42])[CH3:41])[C:9]1[CH:14]=[CH:13][CH:12]=[C:11]([C:15]2[CH:24]=[N:23][C:22]3[C:21]([N:25]4[CH2:26][CH2:27][O:28][CH2:29][CH2:30]4)=[N:20][C:19]([Cl:31])=[N:18][C:17]=3[CH:16]=2)[CH:10]=1)(=[O:3])[CH3:2]. The catalyst class is: 2. (2) Reactant: [CH2:1]([CH:9]([O:18][C:19]1[C:27]2[S:28][CH:29]=[CH:30][C:26]=2[C:25]([O:31][CH:32]([CH2:41][CH2:42][CH2:43][CH2:44][CH2:45][CH2:46][CH2:47][CH3:48])[CH2:33][CH2:34][CH2:35][CH2:36][CH2:37][CH2:38][CH2:39][CH3:40])=[C:21]2[S:22][CH:23]=[CH:24][C:20]=12)[CH2:10][CH2:11][CH2:12][CH2:13][CH2:14][CH2:15][CH2:16][CH3:17])[CH2:2][CH2:3][CH2:4][CH2:5][CH2:6][CH2:7][CH3:8].C([Li])CCC.[CH3:54][Sn:55](Cl)([CH3:57])[CH3:56]. Product: [CH2:1]([CH:9]([O:18][C:19]1[C:27]2[S:28][C:29]([Sn:55]([CH3:57])([CH3:56])[CH3:54])=[CH:30][C:26]=2[C:25]([O:31][CH:32]([CH2:33][CH2:34][CH2:35][CH2:36][CH2:37][CH2:38][CH2:39][CH3:40])[CH2:41][CH2:42][CH2:43][CH2:44][CH2:45][CH2:46][CH2:47][CH3:48])=[C:21]2[S:22][C:23]([Sn:55]([CH3:57])([CH3:56])[CH3:54])=[CH:24][C:20]=12)[CH2:10][CH2:11][CH2:12][CH2:13][CH2:14][CH2:15][CH2:16][CH3:17])[CH2:2][CH2:3][CH2:4][CH2:5][CH2:6][CH2:7][CH3:8]. The catalyst class is: 7. (3) Reactant: [Cl:1][C:2]1[C:11]2[C:6](=[CH:7][C:8]([O:19][CH2:20][CH2:21][N:22]3[CH2:26][CH2:25][CH2:24][CH2:23]3)=[CH:9][C:10]=2[N:12]2[CH2:17][CH2:16][N:15]([CH3:18])[CH2:14][CH2:13]2)[N:5]=[CH:4][N:3]=1.[ClH:27]. Product: [ClH:1].[ClH:27].[ClH:1].[Cl:27][C:11]1[CH:10]=[CH:9][C:8]([O:19][CH3:20])=[CH:7][C:6]=1[NH:5][C:2]1[C:11]2[C:6](=[CH:7][C:8]([O:19][CH2:20][CH2:21][N:22]3[CH2:23][CH2:24][CH2:25][CH2:26]3)=[CH:9][C:10]=2[N:12]2[CH2:13][CH2:14][N:15]([CH3:18])[CH2:16][CH2:17]2)[N:5]=[CH:4][N:3]=1. The catalyst class is: 32. (4) Reactant: O[CH2:2][CH2:3][N:4]([CH:31]([CH3:33])[CH3:32])[C:5]([C:7]1[NH:8][C:9]([CH2:22][C:23]2[C:28]([Cl:29])=[CH:27][CH:26]=[CH:25][C:24]=2[Cl:30])=[N:10][C:11](=[O:21])[C:12]=1[O:13][CH2:14][C:15]1[CH:20]=[CH:19][CH:18]=[CH:17][CH:16]=1)=[O:6].C1C=CC(P(C2C=CC=CC=2)C2C=CC=CC=2)=CC=1.N(C(OC(C)C)=O)=NC(OC(C)C)=O.ClCCl.CO. Product: [CH2:14]([O:13][C:12]1[C:11](=[O:21])[N:10]=[C:9]([CH2:22][C:23]2[C:28]([Cl:29])=[CH:27][CH:26]=[CH:25][C:24]=2[Cl:30])[N:8]2[CH2:2][CH2:3][N:4]([CH:31]([CH3:33])[CH3:32])[C:5](=[O:6])[C:7]=12)[C:15]1[CH:20]=[CH:19][CH:18]=[CH:17][CH:16]=1. The catalyst class is: 4. (5) Reactant: [Cl:1][C:2]1[CH:7]=[CH:6][C:5]([C:8]2[CH:13]=[C:12]([CH3:14])[NH:11][C:10](=[O:15])[CH:9]=2)=[CH:4][CH:3]=1.C1C(=O)N([Br:23])C(=O)C1. Product: [Br:23][C:13]1[C:8]([C:5]2[CH:4]=[CH:3][C:2]([Cl:1])=[CH:7][CH:6]=2)=[CH:9][C:10](=[O:15])[NH:11][C:12]=1[CH3:14]. The catalyst class is: 3.